Dataset: Tox21: 12 toxicity assays (nuclear receptors and stress response pathways). Task: Binary classification across 12 toxicity assays. (1) The molecule is O=C1CCCN1. It tested positive (active) for: NR-ER (Estrogen Receptor agonist activity). (2) The compound is CCCCCCCCCCCC[N+](C)(C)C. It tested positive (active) for: NR-Aromatase (Aromatase enzyme inhibition), and SR-ARE (Antioxidant Response Element (oxidative stress)). (3) The compound is C(=C(c1ccccc1)c1ccccc1)c1ccccc1. It tested positive (active) for: NR-ER (Estrogen Receptor agonist activity), NR-ER-LBD (Estrogen Receptor Ligand Binding Domain agonist), and SR-MMP (Mitochondrial Membrane Potential disruption). (4) The molecule is O=C(O)CCCCCCNC1c2ccccc2CCc2ccccc21. It tested positive (active) for: NR-AhR (Aryl hydrocarbon Receptor agonist activity), and NR-Aromatase (Aromatase enzyme inhibition). (5) The molecule is C=CC(=O)NC(C)(C)CS(=O)(=O)O. It tested positive (active) for: SR-HSE (Heat Shock Element response). (6) The drug is O=C(O)C(F)(F)C(F)(F)C(F)(F)C(F)(F)C(F)(F)C(F)(F)C(F)(F)F. It tested positive (active) for: SR-ARE (Antioxidant Response Element (oxidative stress)). (7) It tested positive (active) for: NR-Aromatase (Aromatase enzyme inhibition), and SR-ARE (Antioxidant Response Element (oxidative stress)). The compound is CC[N+](CC)(CC)CCOc1ccc(/C=C/c2ccccc2)cc1. (8) The compound is COP(=O)(OC)Oc1ccc([N+](=O)[O-])cc1. It tested positive (active) for: NR-Aromatase (Aromatase enzyme inhibition). (9) The molecule is CC12CCC(CC1)C(C)(C)O2. It tested positive (active) for: NR-AhR (Aryl hydrocarbon Receptor agonist activity). (10) The drug is CN(C)c1ccc(C(=N)c2ccc(N(C)C)cc2)cc1. It tested positive (active) for: NR-AhR (Aryl hydrocarbon Receptor agonist activity), SR-MMP (Mitochondrial Membrane Potential disruption), and SR-p53 (p53 tumor suppressor activation).